Dataset: Catalyst prediction with 721,799 reactions and 888 catalyst types from USPTO. Task: Predict which catalyst facilitates the given reaction. (1) Reactant: [NH2:1][C@H:2]1[CH2:7][CH2:6][N:5]([C:8]([O:10][C:11]([CH3:14])([CH3:13])[CH3:12])=[O:9])[CH2:4][C@H:3]1[N:15]=[N+:16]=[N-:17].C(N(C(C)C)CC)(C)C.[Cl:27][C:28]1[N:29]=[C:30]([C:35](Cl)=[O:36])[NH:31][C:32]=1[CH2:33][CH3:34]. Product: [N:15]([C@H:3]1[C@@H:2]([NH:1][C:35]([C:30]2[NH:31][C:32]([CH2:33][CH3:34])=[C:28]([Cl:27])[N:29]=2)=[O:36])[CH2:7][CH2:6][N:5]([C:8]([O:10][C:11]([CH3:12])([CH3:13])[CH3:14])=[O:9])[CH2:4]1)=[N+:16]=[N-:17]. The catalyst class is: 4. (2) Product: [Br:1][C:2]1[C:3]([O:14][CH2:26][CH3:27])=[N:4][C:5]([CH2:12][CH3:13])=[C:6]([S:8]([CH3:11])(=[O:9])=[O:10])[CH:7]=1. The catalyst class is: 6. Reactant: [Br:1][C:2]1[C:3]([OH:14])=[N:4][C:5]([CH2:12][CH3:13])=[C:6]([S:8]([CH3:11])(=[O:10])=[O:9])[CH:7]=1.CN(C=O)C.C([O-])([O-])=O.[K+].[K+].[CH2:26](I)[CH3:27]. (3) Reactant: [N+:1]([C:4]1[CH:5]=[C:6]2[C:10](=[CH:11][CH:12]=1)[NH:9][CH:8]=[CH:7]2)([O-:3])=[O:2].CC(C)([O-])C.[K+].Br[CH2:20][CH2:21][C:22]1[CH:27]=[CH:26][CH:25]=[CH:24][CH:23]=1.O. Product: [N+:1]([C:4]1[CH:5]=[C:6]2[C:10](=[CH:11][CH:12]=1)[N:9]([CH2:20][CH2:21][C:22]1[CH:27]=[CH:26][CH:25]=[CH:24][CH:23]=1)[CH:8]=[CH:7]2)([O-:3])=[O:2]. The catalyst class is: 42.